Dataset: Forward reaction prediction with 1.9M reactions from USPTO patents (1976-2016). Task: Predict the product of the given reaction. (1) Given the reactants [Cl:1][C:2]1[C:7]([CH:8]=[O:9])=[C:6]([NH:10][C@H:11]([CH3:14])[CH2:12][OH:13])[N:5]=[C:4]([S:15][CH2:16][C:17]2[CH:22]=[CH:21][CH:20]=[C:19]([F:23])[C:18]=2[F:24])[N:3]=1.[Si:25](Cl)([C:28]([CH3:31])([CH3:30])[CH3:29])([CH3:27])[CH3:26].N1C=CN=C1, predict the reaction product. The product is: [Si:25]([O:13][CH2:12][C@H:11]([NH:10][C:6]1[C:7]([CH:8]=[O:9])=[C:2]([Cl:1])[N:3]=[C:4]([S:15][CH2:16][C:17]2[CH:22]=[CH:21][CH:20]=[C:19]([F:23])[C:18]=2[F:24])[N:5]=1)[CH3:14])([C:28]([CH3:31])([CH3:30])[CH3:29])([CH3:27])[CH3:26]. (2) Given the reactants [CH3:1][O:2][C:3]([C:5]1[CH:6]=[CH:7][C:8]2[N:9]([C:11]([CH:14]([C:16]3[CH:17]=[C:18]4[C:23](=[CH:24][CH:25]=3)[N:22]=[CH:21][CH:20]=[CH:19]4)[CH3:15])=[N:12][N:13]=2)[N:10]=1)=[O:4].N1C=CC=CC=1.[Br:32]Br, predict the reaction product. The product is: [CH3:1][O:2][C:3]([C:5]1[CH:6]=[CH:7][C:8]2[N:9]([C:11]([CH:14]([C:16]3[CH:17]=[C:18]4[C:23](=[CH:24][CH:25]=3)[N:22]=[CH:21][C:20]([Br:32])=[CH:19]4)[CH3:15])=[N:12][N:13]=2)[N:10]=1)=[O:4].